Dataset: Experimentally validated miRNA-target interactions with 360,000+ pairs, plus equal number of negative samples. Task: Binary Classification. Given a miRNA mature sequence and a target amino acid sequence, predict their likelihood of interaction. (1) The miRNA is mmu-miR-654-3p with sequence UAUGUCUGCUGACCAUCACCUU. The protein sequence of the target gene is MELRSWLLWVVAAAGAVVLLAADAQGQKIFTNTWAVHIPGGPAVADRVAQKHGFHNLGQIFGDYYHFWHRAVTKRSLSPHRPRHSRLQREPQVKWLEQQVAKRRAKRDVYQEPTDPKFPQQWYLSGVTQRDLNVKEAWAQGFTGHGIVVSILDDGIEKNHPDLAGNYDPGASFDVNDQDPDPQPRYTQMNDNRHGTRCAGEVAAVANNGVCGVGVAYNARIGGVRMLDGEVTDAVEARSLGLNPNHIHIYSASWGPEDDGKTVDGPARLAEEAFFRGVSQGRGGLGSIFVWASGNGGREH.... Result: 0 (no interaction). (2) The miRNA is hsa-miR-761 with sequence GCAGCAGGGUGAAACUGACACA. The protein sequence of the target gene is MAAPGLRLGAGRLFEMPAVLERLSRYNSTSQAFAEVLRLPKQQLRKLLYPLQEVERFLAPYGRQDLHLRIFDPSPEDIARADNIFTATERNRIDYVSSAVRIDHAPDLPRPEVCFIGRSNVGKSSLIKALFSLAPEVEVRVSKKPGHTKKMNFFKVGKHFTVVDMPGYGFRAPEDFVDMVETYLKERRNLKRTFLLVDSVVGIQKTDNIAIEMCEEFALPYVIVLTKIDKSSKGHLLKQVLQIQKFVNMKTQGCFPQLFPVSAVTFSGIHLLRCFIASVTGSLD. Result: 0 (no interaction). (3) The miRNA is hsa-miR-551b-5p with sequence GAAAUCAAGCGUGGGUGAGACC. The protein sequence of the target gene is MEVNPPKQEHLLALKVMRLTKPTLFTNIPVTCEEKDLPGDLFNQLMRDDPSTVNGAEVLMLGEMLTLPQNFGNIFLGETFSSYISVHNDSNQVVKDILVKADLQTSSQRLNLSASNAAVAELKPDCCIDDVIHHEVKEIGTHILVCAVSYTTQAGEKMYFRKFFKFQVLKPLDVKTKFYNAESDLSSVTDEVFLEAQIQNMTTSPMFMEKVSLEPSIMYNVTELNSVSQAGECVSTFGSRAYLQPMDTRQYLYCLKPKNEFAEKAGIIKGVTVIGKLDIVWKTNLGERGRLQTSQLQRMA.... Result: 0 (no interaction). (4) The miRNA is mmu-miR-1198-5p with sequence UAUGUGUUCCUGGCUGGCUUGG. The protein sequence of the target gene is MRLARLLRGGTSVRPLCAVPCASRSLASASASGSGPASELGVPGQVDFYARFSPSPLSMKQFLDFGSVNACEKTSFMFLRQELPVRLANIMKEISLLPDNLLRTPSVQLVQSWYIQSLQELLDFKDKSAEDAKTIYEFTDTVIRIRNRHNDVIPTMAQGVTEYKESFGVDPVTSQNVQYFLDRFYMSRISIRMLLNQHSLLFGGKGSPSHRKHIGSINPNCDVVEVIKDGYENARRLCDLYYVNSPELELEELNAKSPGQTIQVVYVPSHLYHMVFELFKNAMRATMEHHADKGVYPPIQ.... Result: 1 (interaction). (5) The protein sequence of the target gene is MAAAAGGGGPGTAVGATGSGIAAAAAGLAVYRRKDGGPATKFWESPETVSQLDSVRVWLGKHYKKYVHADAPTNKTLAGLVVQLLQFQEDAFGKHVTNPAFTKLPAKCFMDFKAGGALCHILGAAYKYKNEQGWRRFDLQNPSRMDRNVEMFMNIEKTLVQNNCLTRPNIYLIPDIDLKLANKLKDIIKRHQGTFTDEKSKASHHIYPYSSSQDDEEWLRPVMRKEKQVLVHWGFYPDSYDTWVHSNDVDAEIEDPPIPEKPWKVHVKWILDTDIFNEWMNEEDYEVDENRKPVSFRQRI.... The miRNA is hsa-miR-374c-5p with sequence AUAAUACAACCUGCUAAGUGCU. Result: 0 (no interaction). (6) The miRNA is hsa-miR-335-5p with sequence UCAAGAGCAAUAACGAAAAAUGU. The protein sequence of the target gene is MIPTFTALLCLGLSLGPRTHMQAGPLPKPTLWAEPGSVISWGNSVTIWCQGTLEAREYRLDKEESPAPWDRQNPLEPKNKARFSIPSMTEDYAGRYRCYYRSPVGWSQPSDPLELVMTGAYSKPTLSALPSPLVTSGKSVTLLCQSRSPMDTFLLIKERAAHPLLHLRSEHGAQQHQAEFPMSPVTSVHGGTYRCFSSHGFSHYLLSHPSDPLELIVSGSLEDPRPSPTRSVSTAAGPEDQPLMPTGSVPHSGLRRHWEVLIGVLVVSILLLSLLLFLLLQHWRQGKHRTLAQRQADFQR.... Result: 1 (interaction). (7) Result: 0 (no interaction). The protein sequence of the target gene is MSGGGVIRGPAGNNDCRIYVGNLPPDIRTKDIEDVFYKYGAIRDIDLKNRRGGPPFAFVEFEDPRDAEDAVYGRDGYDYDGYRLRVEFPRSGRGTGRGGGGGGGGGAPRGRYGPPSRRSENRVVVSGLPPSGSWQDLKDHMREAGDVCYADVYRDGTGVVEFVRKEDMTYAVRKLDNTKFRSHEGETAYIRVKVDGPRSPSYGRSRSRSRSRSRSRSRSNSRSRSYSPRRSRGSPRYSPRHSRSRSRT. The miRNA is cel-miR-784-5p with sequence UGGCACAAUCUGCGUACGUAGA. (8) The miRNA is hsa-miR-186-3p with sequence GCCCAAAGGUGAAUUUUUUGGG. The protein sequence of the target gene is MTTPAGSGSGFGSVSWWGLSPALDLQAESPPVDPDSQADTVHSNPELDVLLLGSVDGRHLLRTLSRAKFWPRRRFNFFVLENNLEAVARHMLIFSLALEEPEKMGLQERSETFLEVWGNALLRPPVAAFVRAQADLLAHLVPEPDRLEEQLPWLSLRALKFRERDALEAVFRFWAGGEKGPQAFPMSRLWDSRLRHYLGSRYDARRGVSDWDLRMKLHDRGAQVIHPQEFRRWRDTGVAFELRDSSAYHVPNRTLASGRLLSYRGERVAARGYWGDIATGPFVAFGIEADDESLLRTSNG.... Result: 1 (interaction). (9) The miRNA is hsa-miR-188-3p with sequence CUCCCACAUGCAGGGUUUGCA. The protein sequence of the target gene is MAHRGGERDFQTSARRMGTSLLFQLSVHERELDLVFLDHSYAKPWSAHPDASSARPTRMLFVTPRRQHESTIESDVPIDVETVTSTPMPLYDNQKARSVMNECERHVIFARTDADAPPPPEDWEEHVNRTGWTMAQNKLFNKILKALQSDRLARLANEGACNEPVLRRVAVDKCARRVRQALASVSWDTKLIQWLHTTLVETLSLPMLAAYLDALQTLKGKIPTLIDRMLVSSNTKTGAAGAEALSLLLKRPWDPAVGVLSHNKPSKLPGSPLILIASSGPSSSVFPTSRRHRFWQSQLS.... Result: 1 (interaction).